Dataset: Full USPTO retrosynthesis dataset with 1.9M reactions from patents (1976-2016). Task: Predict the reactants needed to synthesize the given product. Given the product [ClH:1].[Cl:1][C:2]1[CH:7]=[CH:6][C:5]([F:8])=[CH:4][C:3]=1[C@H:9]1[CH2:13][CH2:12][CH2:11][N:10]1[C:14]1[CH:19]=[CH:18][N:17]2[N:20]=[CH:21][C:22]([NH:23][C:24]([C:26]3([CH3:39])[CH2:31][CH2:30][NH:29][CH2:28][CH2:27]3)=[O:25])=[C:16]2[N:15]=1, predict the reactants needed to synthesize it. The reactants are: [Cl:1][C:2]1[CH:7]=[CH:6][C:5]([F:8])=[CH:4][C:3]=1[C@H:9]1[CH2:13][CH2:12][CH2:11][N:10]1[C:14]1[CH:19]=[CH:18][N:17]2[N:20]=[CH:21][C:22]([NH:23][C:24]([C:26]3([CH3:39])[CH2:31][CH2:30][N:29](C(OC(C)(C)C)=O)[CH2:28][CH2:27]3)=[O:25])=[C:16]2[N:15]=1.Cl.